From a dataset of Forward reaction prediction with 1.9M reactions from USPTO patents (1976-2016). Predict the product of the given reaction. Given the reactants Br[C:2]1[CH:6]=[CH:5][S:4][C:3]=1[C:7]1[CH:12]=[CH:11][C:10](OC)=[CH:9][CH:8]=1.[CH3:15][O:16][C:17]1[CH:22]=[CH:21][C:20](B(O)O)=[CH:19][CH:18]=1.CCCCCC.[C:32](OCC)(=[O:34])C, predict the reaction product. The product is: [CH3:15][O:16][C:17]1[CH:22]=[CH:21][C:20]([C:2]2[CH:6]=[CH:5][S:4][C:3]=2[C:7]2[CH:8]=[CH:9][CH:10]=[C:11]([O:34][CH3:32])[CH:12]=2)=[CH:19][CH:18]=1.